From a dataset of Forward reaction prediction with 1.9M reactions from USPTO patents (1976-2016). Predict the product of the given reaction. (1) Given the reactants [Cl:1][C:2]1[CH:3]=[C:4]([NH:9][C:10]2[C:15]([C:16](=[O:18])[CH3:17])=[CH:14][CH:13]=[CH:12][N:11]=2)[CH:5]=[CH:6][C:7]=1[Cl:8].[CH3:19][O:20][C:21]1[CH:22]=[C:23]([CH:26]=[C:27]([O:31][CH3:32])[C:28]=1[O:29][CH3:30])[CH:24]=O.Cl, predict the reaction product. The product is: [Cl:1][C:2]1[CH:3]=[C:4]([NH:9][C:10]2[C:15]([C:16](=[O:18])/[CH:17]=[CH:24]/[C:23]3[CH:26]=[C:27]([O:31][CH3:32])[C:28]([O:29][CH3:30])=[C:21]([O:20][CH3:19])[CH:22]=3)=[CH:14][CH:13]=[CH:12][N:11]=2)[CH:5]=[CH:6][C:7]=1[Cl:8]. (2) The product is: [C:14](=[O:15])([O:11][C:1]12[CH2:8][CH:7]3[CH2:6][CH:5]([CH2:4][CH:3]([CH2:9]3)[CH2:2]1)[CH2:10]2)[NH2:16]. Given the reactants [C:1]12([OH:11])[CH2:10][CH:5]3[CH2:6][CH:7]([CH2:9][CH:3]([CH2:4]3)[CH2:2]1)[CH2:8]2.ClC(Cl)(Cl)[C:14]([N:16]=C=O)=[O:15].CO.C(=O)([O-])[O-].[K+].[K+], predict the reaction product. (3) Given the reactants Cl.[N:2]([CH2:5][C:6]([C:8]1[N:9]=[CH:10][N:11]2[CH:15]=[CH:14][S:13][C:12]=12)=[O:7])=[N+]=[N-].[H][H].C1C[O:21][CH2:20][CH2:19]1, predict the reaction product. The product is: [C:20]([NH:2][CH2:5][C:6]([C:8]1[N:9]=[CH:10][N:11]2[CH:15]=[CH:14][S:13][C:12]=12)=[O:7])(=[O:21])[CH3:19]. (4) Given the reactants [Cl:1][C:2]1[C:3]([CH:30]=O)=[C:4]([C:26]([F:29])([F:28])[F:27])[CH:5]=[C:6]2[C:11]=1[N:10]=[CH:9][N:8]([CH2:12][C:13]1[CH:18]=[C:17]([Cl:19])[CH:16]=[CH:15][C:14]=1[S:20]([CH2:23][CH3:24])(=[O:22])=[O:21])[C:7]2=[O:25].[NH:32]1[CH2:36][CH2:35][C@@H:34]([N:37]2[CH2:41][CH2:40][CH2:39][C:38]2=[O:42])[CH2:33]1, predict the reaction product. The product is: [Cl:1][C:2]1[C:3]([CH2:30][N:32]2[CH2:36][CH2:35][C@@H:34]([N:37]3[CH2:41][CH2:40][CH2:39][C:38]3=[O:42])[CH2:33]2)=[C:4]([C:26]([F:29])([F:28])[F:27])[CH:5]=[C:6]2[C:11]=1[N:10]=[CH:9][N:8]([CH2:12][C:13]1[CH:18]=[C:17]([Cl:19])[CH:16]=[CH:15][C:14]=1[S:20]([CH2:23][CH3:24])(=[O:22])=[O:21])[C:7]2=[O:25].